This data is from Experimental lipophilicity measurements (octanol/water distribution) for 4,200 compounds from AstraZeneca. The task is: Regression/Classification. Given a drug SMILES string, predict its absorption, distribution, metabolism, or excretion properties. Task type varies by dataset: regression for continuous measurements (e.g., permeability, clearance, half-life) or binary classification for categorical outcomes (e.g., BBB penetration, CYP inhibition). For this dataset (lipophilicity_astrazeneca), we predict Y. (1) The drug is CCCSc1ccc2nc(NC(=O)OC)[nH]c2c1. The Y is 3.24 logD. (2) The molecule is Nc1ccc2c(c1)C(=O)c1ccccc1-2. The Y is 2.90 logD. (3) The drug is O=C(Nc1ccccn1)c1ccc2[nH]c(-c3ccc(NC(=O)C45CC6CC(CC(C6)C4)C5)cc3)nc2c1. The Y is 4.24 logD. (4) The drug is CC(=O)N[C@@H]1CCN(c2ccc(Nc3ncc(F)c(-c4cnc(C)n4C(C)C)n3)cc2)C1. The Y is 3.30 logD. (5) The molecule is O=C(NCCc1ccccc1Cl)c1cc(-n2ncc(=O)[nH]c2=O)ccc1Cl. The Y is 1.29 logD.